From a dataset of Tyrosyl-DNA phosphodiesterase HTS with 341,365 compounds. Binary Classification. Given a drug SMILES string, predict its activity (active/inactive) in a high-throughput screening assay against a specified biological target. (1) The drug is N=1c2c(/C(C1C)=C\Nn1cnnc1)cccc2. The result is 0 (inactive). (2) The compound is O(Cc1ccc(cc1)C)C(=O)C(/NC(=O)C)=C/c1ccccc1. The result is 0 (inactive). (3) The drug is O=C(N1CCN(CC1)C\C=C\c1ccccc1)COc1ccccc1. The result is 0 (inactive). (4) The compound is O1C(C(CC1=O)C(=O)Nc1noc(c1)C)c1ccccc1. The result is 0 (inactive). (5) The drug is S(=O)(=O)(c1nc(c(N(Cc2ccccc2)Cc2occc2)cn1)C(=O)Nc1cc(c(cc1)C)C)CC. The result is 0 (inactive). (6) The drug is S(=O)(=O)(NCC(OCC(=O)Nc1cc(OC)cc(OC)c1)=O)c1c(F)c(F)c(F)cc1. The result is 0 (inactive). (7) The compound is O(CCN(C1CCN(CC1)C(=O)C)C(=O)Nc1c(OC)cc(OC)cc1)C. The result is 0 (inactive). (8) The molecule is s1c2C(NC(Cc2c(c1NC(=O)CSc1[nH]c2c(n1)ccc(c2)C)C(OCC)=O)(C)C)(C)C. The result is 0 (inactive). (9) The drug is S(=O)(=O)(N1CCCC1)c1cc(C(=O)N2c3c(NC(=O)C2)cccc3)ccc1OC. The result is 0 (inactive).